From a dataset of Full USPTO retrosynthesis dataset with 1.9M reactions from patents (1976-2016). Predict the reactants needed to synthesize the given product. (1) Given the product [CH3:23][O:24][C:25]([C@@H:26]([N:19]1[CH2:18][C:17]2[CH:16]=[CH:15][S:14][C:22]=2[CH2:21][CH2:20]1)[C:28]1[CH:33]=[CH:32][CH:31]=[CH:30][C:29]=1[Cl:34])=[O:35], predict the reactants needed to synthesize it. The reactants are: CN(C)C=O.C(N(CC)CC)C.Cl.[S:14]1[C:22]2[CH:21]=[CH:20][N:19]=[CH:18][C:17]=2[CH:16]=[CH:15]1.[CH3:23][O:24][C:25](=[O:35])[CH:26]([C:28]1[CH:33]=[CH:32][CH:31]=[CH:30][C:29]=1[Cl:34])Br. (2) Given the product [CH2:1]([C:3]1[C:4]([C:9]2[CH:18]=[CH:17][C:12]([C:13]([O:15][CH3:16])=[O:14])=[CH:11][CH:10]=2)=[N:5][CH:6]=[CH:7][CH:8]=1)[CH3:2], predict the reactants needed to synthesize it. The reactants are: [CH:1]([C:3]1[C:4]([C:9]2[CH:18]=[CH:17][C:12]([C:13]([O:15][CH3:16])=[O:14])=[CH:11][CH:10]=2)=[N:5][CH:6]=[CH:7][CH:8]=1)=[CH2:2]. (3) Given the product [F:10][C:9]1[C:4]([CH2:3][N:19]2[C:27]3[C:22](=[CH:23][CH:24]=[CH:25][CH:26]=3)[C@@:21]3([C:39]4[C:30](=[CH:31][C:32]5[O:37][CH2:36][CH2:35][O:34][C:33]=5[CH:38]=4)[O:29][CH2:28]3)[C:20]2=[O:40])=[N:5][CH:6]=[CH:7][CH:8]=1, predict the reactants needed to synthesize it. The reactants are: Cl.Cl[CH2:3][C:4]1[C:9]([F:10])=[CH:8][CH:7]=[CH:6][N:5]=1.BrCC1CCCCO1.[NH:19]1[C:27]2[C:22](=[CH:23][CH:24]=[CH:25][CH:26]=2)[C@@:21]2([C:39]3[C:30](=[CH:31][C:32]4[O:37][CH2:36][CH2:35][O:34][C:33]=4[CH:38]=3)[O:29][CH2:28]2)[C:20]1=[O:40].N1C2C(=CC=CC=2)C2(COC3C=C4C(=CC2=3)CCO4)C1=O. (4) Given the product [CH:1]([C:3]1[CH:4]=[C:5]([O:18][CH2:19][CH2:20][CH2:21][CH2:22][C:23]([OH:25])=[O:24])[CH:6]=[C:7]([O:9][CH2:10][CH2:11][CH2:12][CH2:13][C:14]([OH:16])=[O:15])[CH:8]=1)=[O:2], predict the reactants needed to synthesize it. The reactants are: [CH:1]([C:3]1[CH:4]=[C:5]([O:18][CH2:19][CH2:20][CH2:21][CH2:22][C:23]([O:25]C)=[O:24])[CH:6]=[C:7]([O:9][CH2:10][CH2:11][CH2:12][CH2:13][C:14]([O:16]C)=[O:15])[CH:8]=1)=[O:2].[OH-].[K+].O. (5) Given the product [CH3:21][N:19]([CH3:20])[C:18]([CH2:17][O:16][N:7]([CH2:8][C:9]1[CH:10]=[CH:11][C:12]([F:15])=[CH:13][CH:14]=1)[C:6]([C:5]1[CH2:34][N:35]([CH3:36])[C:3](=[O:25])[C:4]=1[OH:24])=[O:23])=[O:22], predict the reactants needed to synthesize it. The reactants are: CO[C:3](=[O:25])[C:4]([OH:24])=[CH:5][C:6](=[O:23])[N:7]([O:16][CH2:17][C:18](=[O:22])[N:19]([CH3:21])[CH3:20])[CH2:8][C:9]1[CH:14]=[CH:13][C:12]([F:15])=[CH:11][CH:10]=1.C=O.CN.ClC1C=C(C=CC=1Cl)[CH2:34][N:35](C)[C:36](C1CN(C)C(=O)C=1O)=O.